This data is from Forward reaction prediction with 1.9M reactions from USPTO patents (1976-2016). The task is: Predict the product of the given reaction. (1) Given the reactants Cl.[Cl:2][C:3]1[CH:8]=[C:7]([Cl:9])[CH:6]=[CH:5][C:4]=1[CH2:10][CH2:11][O:12][C:13]1[CH:14]=[C:15]([C:21]([N:23]2[CH2:28][CH2:27][NH:26][CH2:25][CH2:24]2)=[O:22])[CH:16]=[CH:17][C:18]=1[O:19][CH3:20].C(=O)([O-])[O-].[K+].[K+].Br[CH2:36][C:37]1[CH:42]=[CH:41][C:40]([F:43])=[CH:39][CH:38]=1, predict the reaction product. The product is: [Cl:2][C:3]1[CH:8]=[C:7]([Cl:9])[CH:6]=[CH:5][C:4]=1[CH2:10][CH2:11][O:12][C:13]1[CH:14]=[C:15]([C:21]([N:23]2[CH2:28][CH2:27][N:26]([CH2:36][C:37]3[CH:42]=[CH:41][C:40]([F:43])=[CH:39][CH:38]=3)[CH2:25][CH2:24]2)=[O:22])[CH:16]=[CH:17][C:18]=1[O:19][CH3:20]. (2) Given the reactants [CH2:1]([O:3][C:4](=[O:13])[CH:5]=[N:6][NH:7][CH2:8][CH2:9][CH2:10][CH2:11][CH3:12])[CH3:2].ClN1C(=O)CCC1=O.[CH2:22]=[CH:23][C:24]1[CH:29]=[CH:28][CH:27]=[CH:26][CH:25]=1.C(=O)(O)[O-].[K+], predict the reaction product. The product is: [CH2:8]([N:7]1[CH:23]([C:24]2[CH:29]=[CH:28][CH:27]=[CH:26][CH:25]=2)[CH2:22][C:5]([C:4]([O:3][CH2:1][CH3:2])=[O:13])=[N:6]1)[CH2:9][CH2:10][CH2:11][CH3:12]. (3) Given the reactants [F:1][C:2]([F:40])([F:39])[C:3]1[CH:4]=[C:5]([CH:32]=[C:33]([C:35]([F:38])([F:37])[F:36])[CH:34]=1)[CH2:6][N:7]([CH2:15][C:16]1[CH:21]=[C:20]([C:22]([F:25])([F:24])[F:23])[CH:19]=[CH:18][C:17]=1[NH:26][C:27](=[O:31])[O:28][CH2:29][CH3:30])[C:8]1[N:13]=[CH:12][C:11](Br)=[CH:10][N:9]=1.C(P(C(C)(C)C)C1C=CC=CC=1C1C=CC=CC=1)(C)(C)C.[NH:62]1[CH2:67][CH2:66][O:65][CH2:64][CH2:63]1.CC(C)([O-])C.[Na+], predict the reaction product. The product is: [F:1][C:2]([F:40])([F:39])[C:3]1[CH:4]=[C:5]([CH:32]=[C:33]([C:35]([F:38])([F:37])[F:36])[CH:34]=1)[CH2:6][N:7]([CH2:15][C:16]1[CH:21]=[C:20]([C:22]([F:25])([F:24])[F:23])[CH:19]=[CH:18][C:17]=1[NH:26][C:27](=[O:31])[O:28][CH2:29][CH3:30])[C:8]1[N:13]=[CH:12][C:11]([N:62]2[CH2:67][CH2:66][O:65][CH2:64][CH2:63]2)=[CH:10][N:9]=1. (4) Given the reactants [C:1]([C:4]1[C:5]([CH2:26][CH:27]2[CH2:32][CH2:31][CH:30]([C:33]([O:35]CC)=[O:34])[CH2:29][CH2:28]2)=[N:6][C:7]2[N:8]([N:11]=[CH:12][C:13]=2[C:14]2[CH:15]=[N:16][C:17]([C:20]3[CH:25]=[CH:24][CH:23]=[CH:22][CH:21]=3)=[CH:18][CH:19]=2)[C:9]=1[NH2:10])(=O)[CH3:2].O.[NH2:39]N, predict the reaction product. The product is: [CH3:2][C:1]1[C:4]2[C:5]([CH2:26][CH:27]3[CH2:28][CH2:29][CH:30]([C:33]([OH:35])=[O:34])[CH2:31][CH2:32]3)=[N:6][C:7]3[N:8]([N:11]=[CH:12][C:13]=3[C:14]3[CH:15]=[N:16][C:17]([C:20]4[CH:21]=[CH:22][CH:23]=[CH:24][CH:25]=4)=[CH:18][CH:19]=3)[C:9]=2[NH:10][N:39]=1. (5) Given the reactants Br[C:2]1[CH:3]=[C:4]([C:8](=[O:24])[C:9]([C:11]2[CH:16]=[CH:15][C:14]([O:17][CH:18]([F:20])[F:19])=[C:13]([CH:21]3[CH2:23][CH2:22]3)[CH:12]=2)=[O:10])[CH:5]=[CH:6][CH:7]=1.[CH3:25][C:26]([OH:30])([C:28]#[CH:29])[CH3:27].[Al], predict the reaction product. The product is: [CH:21]1([C:13]2[CH:12]=[C:11]([C:9](=[O:10])[C:8]([C:4]3[CH:5]=[CH:6][CH:7]=[C:2]([C:29]#[C:28][C:26]([OH:30])([CH3:27])[CH3:25])[CH:3]=3)=[O:24])[CH:16]=[CH:15][C:14]=2[O:17][CH:18]([F:20])[F:19])[CH2:23][CH2:22]1.